This data is from Forward reaction prediction with 1.9M reactions from USPTO patents (1976-2016). The task is: Predict the product of the given reaction. (1) Given the reactants [OH:1][CH2:2][C@H:3]1[N:8]([S:9]([C:12]2[CH:17]=[CH:16][C:15]([CH3:18])=[CH:14][CH:13]=2)(=[O:11])=[O:10])[CH2:7][C@H:6]([OH:19])[C@@H:5]([C:20]2[CH:25]=[CH:24][C:23]([OH:26])=[CH:22][CH:21]=2)[CH2:4]1.C1C=CC(N([S:34]([C:37]([F:40])([F:39])[F:38])(=[O:36])=[O:35])[S:34]([C:37]([F:40])([F:39])[F:38])(=[O:36])=[O:35])=CC=1.C(N(CC)CC)C, predict the reaction product. The product is: [OH:19][C@H:6]1[CH2:7][N:8]([S:9]([C:12]2[CH:13]=[CH:14][C:15]([CH3:18])=[CH:16][CH:17]=2)(=[O:10])=[O:11])[C@H:3]([CH2:2][OH:1])[CH2:4][C@@H:5]1[C:20]1[CH:21]=[CH:22][C:23]([O:26][S:34]([C:37]([F:40])([F:39])[F:38])(=[O:36])=[O:35])=[CH:24][CH:25]=1. (2) Given the reactants C(CC(=O)C)(=O)C.O.[NH3:9].Br[C:11]1[CH:12]=[C:13]([CH3:29])[C:14]([C:17]2[CH2:22][CH2:21][CH:20]([N:23]3[CH2:28][CH2:27][O:26][CH2:25][CH2:24]3)[CH2:19][CH:18]=2)=[N:15][CH:16]=1.C(=O)([O-])[O-].[Cs+].[Cs+], predict the reaction product. The product is: [CH3:29][C:13]1[CH:12]=[C:11]([NH2:9])[CH:16]=[N:15][C:14]=1[C:17]1[CH2:22][CH2:21][CH:20]([N:23]2[CH2:28][CH2:27][O:26][CH2:25][CH2:24]2)[CH2:19][CH:18]=1. (3) Given the reactants Cl.Cl.[NH:3]1[CH2:8][CH2:7][CH2:6][CH:5]([NH:9][C:10]([NH:12][C:13]2[N:14]=[C:15]3[CH:21]=[CH:20][N:19]([CH2:22][O:23][CH2:24][CH2:25][Si:26]([CH3:29])([CH3:28])[CH3:27])[C:16]3=[N:17][CH:18]=2)=[O:11])[CH2:4]1.[CH3:30][S:31](Cl)(=[O:33])=[O:32], predict the reaction product. The product is: [CH3:30][S:31]([N:3]1[CH2:8][CH2:7][CH2:6][CH:5]([NH:9][C:10]([NH:12][C:13]2[N:14]=[C:15]3[CH:21]=[CH:20][N:19]([CH2:22][O:23][CH2:24][CH2:25][Si:26]([CH3:29])([CH3:28])[CH3:27])[C:16]3=[N:17][CH:18]=2)=[O:11])[CH2:4]1)(=[O:33])=[O:32]. (4) Given the reactants [Cl:1][C:2]1[CH:7]=[C:6](Cl)[N:5]=[C:4]([O:9][CH3:10])[N:3]=1.[C:11]([O:15][CH3:16])(=[O:14])[CH:12]=[CH2:13].C(N(C(C)C)C(C)C)C.O, predict the reaction product. The product is: [Cl:1][C:2]1[N:3]=[C:4]([O:9][CH3:10])[N:5]=[C:6]([CH:13]=[CH:12][C:11]([O:15][CH3:16])=[O:14])[CH:7]=1. (5) Given the reactants Br[C:2]1[CH:28]=[C:27]([F:29])[C:5]2[N:6]([CH2:9][C:10]3[CH:26]=[CH:25][C:13]4[N:14]=[C:15]([NH:17][C@@H:18]5[CH2:23][CH2:22][CH2:21][CH2:20][C@H:19]5[OH:24])[S:16][C:12]=4[CH:11]=3)[CH:7]=[N:8][C:4]=2[CH:3]=1.[CH3:30][N:31](C=O)C, predict the reaction product. The product is: [F:29][C:27]1[C:5]2[N:6]([CH2:9][C:10]3[CH:26]=[CH:25][C:13]4[N:14]=[C:15]([NH:17][C@@H:18]5[CH2:23][CH2:22][CH2:21][CH2:20][C@H:19]5[OH:24])[S:16][C:12]=4[CH:11]=3)[CH:7]=[N:8][C:4]=2[CH:3]=[C:2]([C:30]#[N:31])[CH:28]=1. (6) The product is: [CH3:18][O:19][C:20]1[CH:21]=[C:22]([CH:23]=[CH:24][CH:25]=1)[NH:26][C:2]1[CH:7]=[C:6]([C:8]([F:11])([F:10])[F:9])[N:5]=[C:4]([C:12]2[CH:13]=[N:14][CH:15]=[CH:16][CH:17]=2)[N:3]=1. Given the reactants Cl[C:2]1[CH:7]=[C:6]([C:8]([F:11])([F:10])[F:9])[N:5]=[C:4]([C:12]2[CH:13]=[N:14][CH:15]=[CH:16][CH:17]=2)[N:3]=1.[CH3:18][O:19][C:20]1[CH:25]=[CH:24][CH:23]=[C:22]([NH2:26])[CH:21]=1, predict the reaction product.